From a dataset of NCI-60 drug combinations with 297,098 pairs across 59 cell lines. Regression. Given two drug SMILES strings and cell line genomic features, predict the synergy score measuring deviation from expected non-interaction effect. Drug 1: CC1=C2C(C(=O)C3(C(CC4C(C3C(C(C2(C)C)(CC1OC(=O)C(C(C5=CC=CC=C5)NC(=O)OC(C)(C)C)O)O)OC(=O)C6=CC=CC=C6)(CO4)OC(=O)C)O)C)O. Drug 2: CCN(CC)CCCC(C)NC1=C2C=C(C=CC2=NC3=C1C=CC(=C3)Cl)OC. Cell line: 786-0. Synergy scores: CSS=14.0, Synergy_ZIP=-7.48, Synergy_Bliss=-4.61, Synergy_Loewe=2.12, Synergy_HSA=-2.59.